From a dataset of Forward reaction prediction with 1.9M reactions from USPTO patents (1976-2016). Predict the product of the given reaction. (1) Given the reactants [CH:1]1([N:4]([CH2:6][C:7]2[CH:12]=[CH:11][CH:10]=[C:9]([C:13]#[CH:14])[CH:8]=2)[CH3:5])[CH2:3][CH2:2]1.Br[C:16]1[CH:17]=[C:18]2[C:23](=[C:24](CNC3CC3)[CH:25]=1)[O:22][C:21](C)(C)[CH2:20][C:19]2(C)C.[CH2:35](N(CC)CC)C.[C:42](OCC)(=[O:44])[CH3:43], predict the reaction product. The product is: [CH2:42]([O:44][C:21](=[O:22])[C:20]([CH3:35])=[CH:19][C:18]1[CH:17]=[CH:16][C:25]([C:14]#[C:13][C:9]2[CH:10]=[CH:11][CH:12]=[C:7]([CH2:6][N:4]([CH:1]3[CH2:3][CH2:2]3)[CH3:5])[CH:8]=2)=[CH:24][CH:23]=1)[CH3:43]. (2) The product is: [Cl:16][C:17]1[N:18]=[C:19]([CH:22]2[C:26]3[N:25]([C:33]([C:34]4[CH:35]=[C:36]([CH:39]=[CH:40][CH:41]=4)[C:37]#[N:38])=[C:32]4[C:31](=[O:42])[N:30]([CH3:43])[C:29](=[O:44])[N:28]([CH3:45])[C:27]4=3)[CH2:24][CH2:23]2)[S:20][CH:21]=1. Given the reactants FC(F)(F)S(OS(C(F)(F)F)(=O)=O)(=O)=O.[Cl:16][C:17]1[N:18]=[C:19]([CH:22](O)[CH2:23][CH2:24][N:25]2[C:33]([C:34]3[CH:35]=[C:36]([CH:39]=[CH:40][CH:41]=3)[C:37]#[N:38])=[C:32]3[C:27]([N:28]([CH3:45])[C:29](=[O:44])[N:30]([CH3:43])[C:31]3=[O:42])=[CH:26]2)[S:20][CH:21]=1.C(N(CC)CC)C, predict the reaction product. (3) The product is: [CH2:1]([O:8][C:9]1[CH:17]=[C:16]2[C:12]([CH:13]=[N:14][NH:15]2)=[CH:11][C:10]=1[NH2:18])[C:2]1[CH:3]=[CH:4][CH:5]=[CH:6][CH:7]=1. Given the reactants [CH2:1]([O:8][C:9]1[CH:17]=[C:16]2[C:12]([CH:13]=[N:14][NH:15]2)=[CH:11][C:10]=1[N+:18]([O-])=O)[C:2]1[CH:7]=[CH:6][CH:5]=[CH:4][CH:3]=1.C(Cl)Cl.[Sn](Cl)Cl, predict the reaction product.